This data is from Forward reaction prediction with 1.9M reactions from USPTO patents (1976-2016). The task is: Predict the product of the given reaction. (1) Given the reactants N1C=CC=NC=1.[CH3:7][C:8]1[N:13]([CH3:14])[C:12](=[O:15])[C:11]([O:16][CH2:17][C:18]2[CH:23]=[CH:22][CH:21]=[CH:20][CH:19]=2)=[C:10]([CH2:24][OH:25])[N:9]=1.[Na+].[Br-].[OH-:28].[Na+], predict the reaction product. The product is: [CH3:7][C:8]1[N:13]([CH3:14])[C:12](=[O:15])[C:11]([O:16][CH2:17][C:18]2[CH:23]=[CH:22][CH:21]=[CH:20][CH:19]=2)=[C:10]([C:24]([OH:28])=[O:25])[N:9]=1. (2) Given the reactants [CH3:1][C:2]1[N:6]([C:7]2[N:15]=[CH:14][CH:13]=[CH:12][C:8]=2[C:9]([OH:11])=[O:10])[N:5]=[N:4][N:3]=1.C(=O)([O-])[O-].[K+].[K+].[CH2:22](I)[CH3:23], predict the reaction product. The product is: [CH3:1][C:2]1[N:6]([C:7]2[N:15]=[CH:14][CH:13]=[CH:12][C:8]=2[C:9]([O:11][CH2:22][CH3:23])=[O:10])[N:5]=[N:4][N:3]=1. (3) Given the reactants [Br:1][C:2]1[CH:7]=[CH:6][C:5]([C:8](=[N:10][S@@:11]([C:13]([CH3:16])([CH3:15])[CH3:14])=[O:12])[CH3:9])=[CH:4][C:3]=1[CH3:17].C1(C2(CC(O)(C)C)OC(=O)N([C@H](C3C=CC(C4C=CN(C)C(=O)C=4)=CC=3)C)CC2)CC1, predict the reaction product. The product is: [Br:1][C:2]1[CH:7]=[CH:6][C:5]([C@@H:8]([NH:10][S@@:11]([C:13]([CH3:16])([CH3:15])[CH3:14])=[O:12])[CH3:9])=[CH:4][C:3]=1[CH3:17]. (4) Given the reactants [C:1]([O:5][C:6]([NH:8][C:9]1[NH:10][C:11]2[CH:17]=[C:16]([O:18][S:19]([C:22]3[CH:27]=[CH:26][C:25]([F:28])=[CH:24][CH:23]=3)(=[O:21])=[O:20])[CH:15]=[CH:14][C:12]=2[N:13]=1)=[O:7])([CH3:4])([CH3:3])[CH3:2].[H-].[Na+].[Cl:31][C:32]1[CH:33]=[C:34]([CH:37]=[CH:38][C:39]=1[O:40][CH3:41])[CH2:35]Br.O, predict the reaction product. The product is: [C:1]([O:5][C:6]([N:8]([CH2:35][C:34]1[CH:37]=[CH:38][C:39]([O:40][CH3:41])=[C:32]([Cl:31])[CH:33]=1)[C:9]1[NH:10][C:11]2[CH:17]=[C:16]([O:18][S:19]([C:22]3[CH:23]=[CH:24][C:25]([F:28])=[CH:26][CH:27]=3)(=[O:20])=[O:21])[CH:15]=[CH:14][C:12]=2[N:13]=1)=[O:7])([CH3:4])([CH3:2])[CH3:3]. (5) Given the reactants [CH2:1]([O:3][C:4]1[C:5]([F:25])=[C:6]([CH:22]=[CH:23][CH:24]=1)[O:7][C:8]1[CH2:12][N:11]([C@@H:13]([CH2:17][CH:18]([CH3:20])[CH3:19])[C:14]([OH:16])=O)[C:10](=[O:21])[CH:9]=1)[CH3:2].[CH3:26][C:27]1([CH3:39])[O:31][C@H:30]([CH2:32][N:33]2[CH:37]=[CH:36][C:35]([NH2:38])=[N:34]2)[CH2:29][O:28]1.F[P-](F)(F)(F)(F)F.N1(O[P+](N(C)C)(N(C)C)N(C)C)C2C=CC=CC=2N=N1.C(N(CC)C(C)C)(C)C, predict the reaction product. The product is: [CH3:26][C:27]1([CH3:39])[O:31][C@H:30]([CH2:32][N:33]2[CH:37]=[CH:36][C:35]([NH:38][C:14](=[O:16])[C@@H:13]([N:11]3[CH2:12][C:8]([O:7][C:6]4[CH:22]=[CH:23][CH:24]=[C:4]([O:3][CH2:1][CH3:2])[C:5]=4[F:25])=[CH:9][C:10]3=[O:21])[CH2:17][CH:18]([CH3:20])[CH3:19])=[N:34]2)[CH2:29][O:28]1. (6) The product is: [CH:19]([NH:12][NH:13][C:3]([CH:5]1[CH2:10][CH2:9][CH2:8][CH2:7][CH2:6]1)=[O:4])([CH3:20])[CH3:21]. Given the reactants CO[C:3]([CH:5]1[CH2:10][CH2:9][CH2:8][CH2:7][CH2:6]1)=[O:4].O.[NH2:12][NH2:13].C([SiH]([CH2:19][CH3:20])CC)C.[CH3:21]O, predict the reaction product.